Dataset: Full USPTO retrosynthesis dataset with 1.9M reactions from patents (1976-2016). Task: Predict the reactants needed to synthesize the given product. (1) Given the product [CH3:1][O:2][C:3](=[O:12])[C:4]1[CH:9]=[CH:8][C:7]([O:10][CH3:19])=[CH:6][C:5]=1[Cl:11], predict the reactants needed to synthesize it. The reactants are: [CH3:1][O:2][C:3](=[O:12])[C:4]1[CH:9]=[CH:8][C:7]([OH:10])=[CH:6][C:5]=1[Cl:11].[H-].[Na+].S(OC)(O[CH3:19])(=O)=O. (2) Given the product [C:17]([NH:21][C:2]1[N:7]=[C:6]([C:8]#[C:9][C:10]2[CH:15]=[CH:14][C:13]([F:16])=[CH:12][CH:11]=2)[CH:5]=[CH:4][N:3]=1)([CH3:20])([CH3:19])[CH3:18], predict the reactants needed to synthesize it. The reactants are: Cl[C:2]1[N:7]=[C:6]([C:8]#[C:9][C:10]2[CH:15]=[CH:14][C:13]([F:16])=[CH:12][CH:11]=2)[CH:5]=[CH:4][N:3]=1.[C:17]([NH2:21])([CH3:20])([CH3:19])[CH3:18]. (3) Given the product [F:26][C:27]1[CH:32]=[CH:31][C:30]([S:33][C:12]2[N:8]([C:7]3[C:2]([F:1])=[N:3][CH:4]=[CH:5][CH:6]=3)[N:9]=[C:10]([C:21]([O:23][CH2:24][CH3:25])=[O:22])[CH:11]=2)=[CH:29][CH:28]=1, predict the reactants needed to synthesize it. The reactants are: [F:1][C:2]1[C:7]([N:8]2[C:12](OS(C(F)(F)F)(=O)=O)=[CH:11][C:10]([C:21]([O:23][CH2:24][CH3:25])=[O:22])=[N:9]2)=[CH:6][CH:5]=[CH:4][N:3]=1.[F:26][C:27]1[CH:32]=[CH:31][C:30]([SH:33])=[CH:29][CH:28]=1.C(=O)([O-])[O-].[Na+].[Na+].C1(P(C2C=CC=CC=2)C2C3OC4C(=CC=CC=4P(C4C=CC=CC=4)C4C=CC=CC=4)C(C)(C)C=3C=CC=2)C=CC=CC=1.